The task is: Predict the reaction yield, written as a fraction of the theoretical maximum amount of product (1.0 means a 100% yield; for example, 0.34 means a 34% yield).. This data is from Reaction yield outcomes from USPTO patents with 853,638 reactions. (1) The reactants are [NH2:1][C:2]1[CH:3]=[C:4]2[C:8](=[CH:9][CH:10]=1)[N:7]([CH2:11][C:12]1[CH:17]=[CH:16][N:15]=[CH:14][CH:13]=1)[CH:6]=[CH:5]2.Cl[C:19](OC1C=CC=CC=1)=[O:20].C(N(CC)CC)C.[CH3:35][O:36][C:37]1[CH:38]=[C:39]2[C:43](=[CH:44][C:45]=1[C:46]([F:49])([F:48])[F:47])[NH:42][CH2:41][CH2:40]2. The catalyst is ClCCl. The product is [N:15]1[CH:16]=[CH:17][C:12]([CH2:11][N:7]2[C:8]3[C:4](=[CH:3][C:2]([NH:1][C:19]([N:42]4[C:43]5[C:39](=[CH:38][C:37]([O:36][CH3:35])=[C:45]([C:46]([F:49])([F:47])[F:48])[CH:44]=5)[CH2:40][CH2:41]4)=[O:20])=[CH:10][CH:9]=3)[CH:5]=[CH:6]2)=[CH:13][CH:14]=1. The yield is 0.270. (2) The reactants are N([O-])=O.[Na+].N[C:6]1[CH:14]=[C:13]2[C:9]([CH2:10][O:11][C:12]2=[O:15])=[CH:8][CH:7]=1.[BrH:16]. The catalyst is O. The product is [Br:16][C:6]1[CH:14]=[C:13]2[C:9]([CH2:10][O:11][C:12]2=[O:15])=[CH:8][CH:7]=1. The yield is 0.840.